Predict the product of the given reaction. From a dataset of Forward reaction prediction with 1.9M reactions from USPTO patents (1976-2016). (1) Given the reactants N.[Cl:2][C:3]1[C:8]([N+:9]([O-:11])=[O:10])=[C:7](Cl)[N:6]=[C:5]([S:13][CH2:14][C:15]2[CH:20]=[CH:19][CH:18]=[CH:17][CH:16]=2)[N:4]=1.C([N:24](C(C)C)CC)(C)C, predict the reaction product. The product is: [Cl:2][C:3]1[N:4]=[C:5]([S:13][CH2:14][C:15]2[CH:20]=[CH:19][CH:18]=[CH:17][CH:16]=2)[N:6]=[C:7]([NH2:24])[C:8]=1[N+:9]([O-:11])=[O:10]. (2) Given the reactants Cl[C:2]1[CH:7]=[C:6]([C:8]2[CH:13]=[CH:12][C:11]([O:14][C:15]3[CH:20]=[CH:19][C:18]([F:21])=[CH:17][CH:16]=3)=[CH:10][CH:9]=2)[N:5]=[C:4]([C:22]([O:24][CH3:25])=[O:23])[N:3]=1.Cl.[NH2:27][C@@H:28]([CH3:33])[C:29]([O:31][CH3:32])=[O:30].CCN(C(C)C)C(C)C, predict the reaction product. The product is: [F:21][C:18]1[CH:19]=[CH:20][C:15]([O:14][C:11]2[CH:12]=[CH:13][C:8]([C:6]3[CH:7]=[C:2]([NH:27][C@@H:28]([CH3:33])[C:29]([O:31][CH3:32])=[O:30])[N:3]=[C:4]([C:22]([O:24][CH3:25])=[O:23])[N:5]=3)=[CH:9][CH:10]=2)=[CH:16][CH:17]=1. (3) Given the reactants [ClH:1].[CH2:2]([N:4]1[C:10](=[O:11])[C:9]([CH3:13])([CH3:12])[C:8](=[O:14])[N:7]([CH3:15])[C:6]2[CH:16]=[C:17]([CH2:20][N:21]([CH2:35][CH2:36][C:37]3[CH:38]=[N:39][CH:40]=[CH:41][CH:42]=3)[C:22](=[O:34])[CH2:23][N:24]3[C:28]4[CH:29]=[CH:30][CH:31]=[CH:32][C:27]=4[NH:26][C:25]3=[O:33])[CH:18]=[CH:19][C:5]1=2)[CH3:3].[C:43](=O)([O-])[O-].[Cs+].[Cs+].CI.Cl, predict the reaction product. The product is: [ClH:1].[CH2:2]([N:4]1[C:10](=[O:11])[C:9]([CH3:13])([CH3:12])[C:8](=[O:14])[N:7]([CH3:15])[C:6]2[CH:16]=[C:17]([CH2:20][N:21]([CH2:35][CH2:36][C:37]3[CH:38]=[N:39][CH:40]=[CH:41][CH:42]=3)[C:22](=[O:34])[CH2:23][N:24]3[C:28]4[CH:29]=[CH:30][CH:31]=[CH:32][C:27]=4[N:26]([CH3:43])[C:25]3=[O:33])[CH:18]=[CH:19][C:5]1=2)[CH3:3]. (4) Given the reactants [Br:1][C:2]1[CH:3]=[C:4](CC#N)[CH:5]=[C:6]([N+:8]([O-:10])=[O:9])[CH:7]=1.S(=O)(=O)(O)O.[C:19]([OH:22])(=[O:21])[CH3:20], predict the reaction product. The product is: [Br:1][C:2]1[CH:3]=[C:4]([CH2:20][C:19]([OH:22])=[O:21])[CH:5]=[C:6]([N+:8]([O-:10])=[O:9])[CH:7]=1. (5) Given the reactants [O:1]=[C:2]1[N:10]([CH2:11][CH2:12][CH3:13])[C:9]2[N:8]=[C:7]([C:14]34[CH2:21][CH2:20][C:17]([CH:22]=O)([CH2:18][CH2:19]3)[CH2:16][CH2:15]4)[NH:6][C:5]=2[C:4](=[O:24])[N:3]1[CH2:25][CH2:26][CH3:27].[Cl-].[C:29]([CH2:31][P+](C1C=CC=CC=1)(C1C=CC=CC=1)C1C=CC=CC=1)#[N:30].C[Si]([N-][Si](C)(C)C)(C)C.[K+], predict the reaction product. The product is: [O:1]=[C:2]1[N:10]([CH2:11][CH2:12][CH3:13])[C:9]2[N:8]=[C:7]([C:14]34[CH2:21][CH2:20][C:17]([CH:22]=[CH:31][C:29]#[N:30])([CH2:18][CH2:19]3)[CH2:16][CH2:15]4)[NH:6][C:5]=2[C:4](=[O:24])[N:3]1[CH2:25][CH2:26][CH3:27]. (6) Given the reactants CN(C)C=O.[I:6]N1C(=O)CCC1=O.[NH2:14][C:15]1[C:23]([O:24][CH3:25])=[C:22]([F:26])[CH:21]=[C:20]([CH3:27])[C:16]=1[C:17]([OH:19])=[O:18], predict the reaction product. The product is: [NH2:14][C:15]1[C:23]([O:24][CH3:25])=[C:22]([F:26])[C:21]([I:6])=[C:20]([CH3:27])[C:16]=1[C:17]([OH:19])=[O:18].